Dataset: Forward reaction prediction with 1.9M reactions from USPTO patents (1976-2016). Task: Predict the product of the given reaction. (1) Given the reactants CCN(C(C)C)C(C)C.[CH3:10][O:11][C:12]1[CH:13]=[CH:14][CH:15]=[C:16]2[C:21]=1[O:20][C:19](=[O:22])[C:18]([C:23]([OH:25])=O)=[CH:17]2.CN(C(ON1N=NC2C=CC=NC1=2)=[N+](C)C)C.F[P-](F)(F)(F)(F)F.[N:50]1[CH:55]=[CH:54][CH:53]=[C:52]([C:56]2[CH:57]=[C:58]([NH2:62])[CH:59]=[CH:60][CH:61]=2)[CH:51]=1, predict the reaction product. The product is: [N:50]1[CH:55]=[CH:54][CH:53]=[C:52]([C:56]2[CH:57]=[C:58]([NH:62][C:23]([C:18]3[C:19](=[O:22])[O:20][C:21]4[C:16]([CH:17]=3)=[CH:15][CH:14]=[CH:13][C:12]=4[O:11][CH3:10])=[O:25])[CH:59]=[CH:60][CH:61]=2)[CH:51]=1. (2) Given the reactants [O:1]1[C:5]2([CH2:10][CH2:9][CH:8]([C:11]#[N:12])[CH2:7][CH2:6]2)[O:4][CH2:3][CH2:2]1.Br[CH2:14][CH:15]1[CH2:17][CH2:16]1.C[Si]([N-][Si](C)(C)C)(C)C.[K+], predict the reaction product. The product is: [CH:15]1([CH2:14][C:8]2([C:11]#[N:12])[CH2:9][CH2:10][C:5]3([O:4][CH2:3][CH2:2][O:1]3)[CH2:6][CH2:7]2)[CH2:17][CH2:16]1. (3) Given the reactants [C:1]([O:5][C:6]([N:8]1[CH2:13][CH:12]2[CH:10]([CH:11]2[C:14]([OH:16])=O)[CH2:9]1)=[O:7])([CH3:4])([CH3:3])[CH3:2].O[C:18]1[C:26]2[N:25]=[N:24]N[C:22]=2[CH:21]=[CH:20][CH:19]=1.C(N=C=N[CH2:32][CH2:33][CH2:34][N:35](C)C)C.CC[CH2:40][CH2:41][CH2:42][CH3:43].[CH2:44](Cl)Cl, predict the reaction product. The product is: [CH2:42]([C:43]1[N:25]([C:26]2[CH:18]=[CH:19][CH:20]=[CH:21][CH:22]=2)[N:24]=[C:33]([CH2:34][NH:35][C:14]([CH:11]2[CH:10]3[CH:12]2[CH2:13][N:8]([C:6]([O:5][C:1]([CH3:2])([CH3:3])[CH3:4])=[O:7])[CH2:9]3)=[O:16])[CH:32]=1)[CH:41]([CH3:44])[CH3:40]. (4) Given the reactants [F:1][C:2]([F:11])([F:10])[C:3]1[CH:8]=[CH:7][CH:6]=[C:5](I)[CH:4]=1.[CH2:12]([OH:15])[C:13]#[CH:14].C(N(CC)CC)C, predict the reaction product. The product is: [F:1][C:2]([F:11])([F:10])[C:3]1[CH:4]=[C:5]([C:14]#[C:13][CH2:12][OH:15])[CH:6]=[CH:7][CH:8]=1. (5) Given the reactants Br[C:2]#[C:3][C:4]1[O:8][N:7]=[C:6]([CH2:9][CH2:10][C:11]([CH3:21])([S:17]([CH3:20])(=[O:19])=[O:18])[C:12]([O:14][CH2:15][CH3:16])=[O:13])[CH:5]=1.[OH:22][CH2:23][C:24]1[CH:29]=[CH:28][C:27](B(O)O)=[CH:26][CH:25]=1.C(=O)([O-])[O-].[Na+].[Na+].C(Cl)Cl, predict the reaction product. The product is: [OH:22][CH2:23][C:24]1[CH:29]=[CH:28][C:27]([C:2]#[C:3][C:4]2[O:8][N:7]=[C:6]([CH2:9][CH2:10][C:11]([CH3:21])([S:17]([CH3:20])(=[O:19])=[O:18])[C:12]([O:14][CH2:15][CH3:16])=[O:13])[CH:5]=2)=[CH:26][CH:25]=1. (6) The product is: [C:57]([C:2]1[CH:3]=[C:4]([CH2:8][C@@H:9]([NH:11][C:12](=[O:21])[O:13][CH2:14][C:15]2[CH:20]=[CH:19][CH:18]=[CH:17][CH:16]=2)[CH3:10])[CH:5]=[CH:6][CH:7]=1)(=[O:59])[CH3:58]. Given the reactants Br[C:2]1[CH:3]=[C:4]([CH2:8][C@@H:9]([NH:11][C:12](=[O:21])[O:13][CH2:14][C:15]2[CH:20]=[CH:19][CH:18]=[CH:17][CH:16]=2)[CH3:10])[CH:5]=[CH:6][CH:7]=1.C1C=CC(P(C2C=CC=CC=2)CCCP(C2C=CC=CC=2)C2C=CC=CC=2)=CC=1.C([O-])([O-])=O.[K+].[K+].[CH:57]([O:59]CCCC)=[CH2:58].Cl, predict the reaction product. (7) Given the reactants [F:1][C:2]([F:9])([F:8])[C:3]1[CH:7]=[CH:6][NH:5][N:4]=1.Cl[C:11]1[CH:20]=[C:19]([O:21][CH2:22][C:23]2[CH:28]=[CH:27][C:26]([O:29][CH3:30])=[CH:25][CH:24]=2)[C:18]2[C:13](=[C:14]([Cl:33])[C:15]([O:31][CH3:32])=[CH:16][CH:17]=2)[N:12]=1.COC1C(C)=C2C(C(OCC3C=CC(OC)=CC=3)=CC(N3C=CC(C(F)(F)F)=N3)=N2)=CC=1, predict the reaction product. The product is: [Cl:33][C:14]1[C:15]([O:31][CH3:32])=[CH:16][CH:17]=[C:18]2[C:13]=1[N:12]=[C:11]([N:5]1[CH:6]=[CH:7][C:3]([C:2]([F:9])([F:8])[F:1])=[N:4]1)[CH:20]=[C:19]2[O:21][CH2:22][C:23]1[CH:28]=[CH:27][C:26]([O:29][CH3:30])=[CH:25][CH:24]=1.